Dataset: Catalyst prediction with 721,799 reactions and 888 catalyst types from USPTO. Task: Predict which catalyst facilitates the given reaction. (1) Reactant: CCO.CO.[BH4-].[Na+].[CH3:8][O:9][C:10]([C:12]1[C:13]2[C:14](/[CH:35]=[CH:36]/[N+:37]([O-:39])=[O:38])=[C:15]([C:22]3[CH:27]=[CH:26][C:25]([CH2:28][N:29]([C:31]([O:33][CH3:34])=[O:32])[CH3:30])=[CH:24][CH:23]=3)[NH:16][C:17]=2[CH:18]=[C:19]([F:21])[CH:20]=1)=[O:11]. Product: [CH3:8][O:9][C:10]([C:12]1[C:13]2[C:14]([CH2:35][CH2:36][N+:37]([O-:39])=[O:38])=[C:15]([C:22]3[CH:27]=[CH:26][C:25]([CH2:28][N:29]([C:31]([O:33][CH3:34])=[O:32])[CH3:30])=[CH:24][CH:23]=3)[NH:16][C:17]=2[CH:18]=[C:19]([F:21])[CH:20]=1)=[O:11]. The catalyst class is: 211. (2) Reactant: [Cl:1][C:2]1[CH:3]=[CH:4][C:5]2[N:11]3[CH:12]=[CH:13][CH:14]=[C:10]3[C@@H:9]([CH2:15][CH2:16][C:17]([N:19]3[CH2:24][CH2:23][CH:22]([CH2:25][C:26](O)=[O:27])[CH2:21][CH2:20]3)=[O:18])[O:8][C@H:7]([C:29]3[CH:34]=[CH:33][CH:32]=[C:31]([O:35][CH3:36])[C:30]=3[O:37][CH3:38])[C:6]=2[CH:39]=1.Cl.[CH3:41][O:42][C:43](=[O:46])[CH2:44][NH2:45].Cl.[CH2:48](N=C=NCCCN(C)C)C.ON1C2C=CC=CC=2N=N1. Product: [Cl:1][C:2]1[CH:3]=[CH:4][C:5]2[N:11]3[CH:12]=[CH:13][CH:14]=[C:10]3[C@@H:9]([CH2:15][CH2:16][C:17]([N:19]3[CH2:24][CH2:23][CH:22]([CH2:25][C:26]([NH:45][CH2:44][C:43]([O:42][CH2:41][CH3:48])=[O:46])=[O:27])[CH2:21][CH2:20]3)=[O:18])[O:8][C@H:7]([C:29]3[CH:34]=[CH:33][CH:32]=[C:31]([O:35][CH3:36])[C:30]=3[O:37][CH3:38])[C:6]=2[CH:39]=1. The catalyst class is: 347. (3) Reactant: C(=O)([O-])[O-].[K+].[K+].[CH2:7]([NH:9][CH2:10][CH3:11])[CH3:8].[Br:12][C:13]1[CH:20]=[CH:19][C:16]([CH2:17]Br)=[CH:15][CH:14]=1.Cl. Product: [Br:12][C:13]1[CH:20]=[CH:19][C:16]([CH2:17][N:9]([CH2:10][CH3:11])[CH2:7][CH3:8])=[CH:15][CH:14]=1. The catalyst class is: 90. (4) Reactant: [Cl:1][C:2]1[CH:7]=[C:6]([Cl:8])[CH:5]=[CH:4][C:3]=1[C:9]1[C:17]2[C:13](=[C:14]([NH2:19])[N:15]([CH3:18])[N:16]=2)[CH:12]=[CH:11][CH:10]=1.ClC(Cl)(Cl)[C:22]([N:24]=[C:25]=[O:26])=O.[C:29]([O-])([O-])=O.[K+].[K+]. Product: [Cl:1][C:2]1[CH:7]=[C:6]([Cl:8])[CH:5]=[CH:4][C:3]=1[C:9]1[C:17]2[C:13](=[C:14]([NH:19][C:25](=[O:26])[N:24]([CH3:29])[CH3:22])[N:15]([CH3:18])[N:16]=2)[CH:12]=[CH:11][CH:10]=1. The catalyst class is: 2. (5) Reactant: S([O-])([O-])=O.[Na+].[Na+].C([O-])(O)=O.[Na+].[Br:12][C:13]1[CH:18]=[CH:17][C:16]([S:19](Cl)(=[O:21])=[O:20])=[C:15]([CH3:23])[CH:14]=1.Br[CH2:25]C(O)=O.Cl. Product: [Br:12][C:13]1[CH:18]=[CH:17][C:16]([S:19]([CH3:25])(=[O:21])=[O:20])=[C:15]([CH3:23])[CH:14]=1. The catalyst class is: 6. (6) Reactant: C[Si]([C:5]#[N:6])(C)C.[NH2:7][C:8]1[CH:16]=[CH:15][C:11]([C:12]([OH:14])=O)=[CH:10][CH:9]=1.[C:17]1(=O)[CH2:20][CH2:19][CH2:18]1. Product: [OH:14][CH2:12][C:11]1[CH:10]=[CH:9][C:8]([NH:7][C:17]2([C:5]#[N:6])[CH2:20][CH2:19][CH2:18]2)=[CH:16][CH:15]=1. The catalyst class is: 4. (7) Reactant: Br[C:2]1[CH:3]=[N:4][CH:5]=[CH:6][CH:7]=1.C([Li])CCC.[Br:13][C:14]1[CH:21]=[CH:20][C:17]([CH:18]=[O:19])=[CH:16][CH:15]=1. Product: [Br:13][C:14]1[CH:21]=[CH:20][C:17]([CH:18]([C:2]2[CH:3]=[N:4][CH:5]=[CH:6][CH:7]=2)[OH:19])=[CH:16][CH:15]=1. The catalyst class is: 54. (8) Reactant: Cl[C:2]1[C:3]2[N:11]([CH3:12])[C:10](=[O:13])[C:9]([C:14]([O:16]CC)=[O:15])=[CH:8][C:4]=2[CH:5]=[N:6][N:7]=1.O1CCOCC1.C([O-])([O-])=O.[Na+].[Na+].[F:31][C:32]1[CH:37]=[C:36]([F:38])[CH:35]=[CH:34][C:33]=1B(O)O. Product: [F:31][C:32]1[CH:37]=[C:36]([F:38])[CH:35]=[CH:34][C:33]=1[C:2]1[C:3]2[N:11]([CH3:12])[C:10](=[O:13])[C:9]([C:14]([OH:16])=[O:15])=[CH:8][C:4]=2[CH:5]=[N:6][N:7]=1. The catalyst class is: 257. (9) Reactant: [Br:1][C:2]1[C:10]2[C:9](Cl)=[N:8][CH:7]=[N:6][C:5]=2[S:4][C:3]=1[C:12]1[O:13][CH:14]=[CH:15][CH:16]=1.[OH:17][C@H:18]([CH2:24][C:25]1[CH:30]=[CH:29][CH:28]=[CH:27][C:26]=1[O:31][CH:32]1[CH2:37][CH2:36][CH2:35][CH2:34][O:33]1)[C:19]([O:21][CH2:22][CH3:23])=[O:20].C([O-])([O-])=O.[Cs+].[Cs+].C(O)(C)(C)C. Product: [Br:1][C:2]1[C:10]2[C:9]([O:17][C@H:18]([CH2:24][C:25]3[CH:30]=[CH:29][CH:28]=[CH:27][C:26]=3[O:31][CH:32]3[CH2:37][CH2:36][CH2:35][CH2:34][O:33]3)[C:19]([O:21][CH2:22][CH3:23])=[O:20])=[N:8][CH:7]=[N:6][C:5]=2[S:4][C:3]=1[C:12]1[O:13][CH:14]=[CH:15][CH:16]=1. The catalyst class is: 448.